From a dataset of Forward reaction prediction with 1.9M reactions from USPTO patents (1976-2016). Predict the product of the given reaction. Given the reactants Cl.[CH2:2]([C:6]1[N:10]([C:11]2[CH:16]=[CH:15][CH:14]=[CH:13][CH:12]=2)[N:9]=[C:8]([CH2:17][NH:18][C:19]([CH:21]2[CH:26]3[CH:22]2[CH2:23][NH:24][CH2:25]3)=[O:20])[CH:7]=1)[CH:3]([CH3:5])[CH3:4].C(N(CC)CC)C.[CH3:34][C:35]([CH3:40])([CH3:39])[CH2:36][CH:37]=O.C(O[BH-](OC(=O)C)OC(=O)C)(=O)C.[Na+], predict the reaction product. The product is: [CH3:34][C:35]([CH3:40])([CH3:39])[CH2:36][CH2:37][N:24]1[CH2:25][CH:26]2[CH:22]([CH:21]2[C:19]([NH:18][CH2:17][C:8]2[CH:7]=[C:6]([CH2:2][CH:3]([CH3:5])[CH3:4])[N:10]([C:11]3[CH:16]=[CH:15][CH:14]=[CH:13][CH:12]=3)[N:9]=2)=[O:20])[CH2:23]1.